From a dataset of Forward reaction prediction with 1.9M reactions from USPTO patents (1976-2016). Predict the product of the given reaction. (1) Given the reactants C[O:2][C:3]([CH:5]1[CH2:10][CH:9]([CH2:11][CH2:12][CH2:13][CH2:14][CH2:15][F:16])[CH2:8][CH2:7][NH:6]1)=[O:4].[OH-].[Na+].[C:19](O[C:19]([O:21][C:22]([CH3:25])([CH3:24])[CH3:23])=[O:20])([O:21][C:22]([CH3:25])([CH3:24])[CH3:23])=[O:20], predict the reaction product. The product is: [C:22]([O:21][C:19]([N:6]1[CH2:7][CH2:8][CH:9]([CH2:11][CH2:12][CH2:13][CH2:14][CH2:15][F:16])[CH2:10][CH:5]1[C:3]([OH:2])=[O:4])=[O:20])([CH3:25])([CH3:24])[CH3:23]. (2) Given the reactants C(OC([N:8](COCC[Si](C)(C)C)[C:9]1[S:10][C@:11]2([C:39]([OH:41])=O)[C@H:13]([C@:14]([C:17]3[CH:22]=[C:21]([NH:23][C:24]([C:26]4[CH:31]=[N:30][C:29]([O:32][CH2:33][C:34]([F:37])([F:36])[F:35])=[CH:28][N:27]=4)=[O:25])[CH:20]=[CH:19][C:18]=3[F:38])([CH3:16])[N:15]=1)[CH2:12]2)=O)(C)(C)C.[F:50][C:51]([F:55])([F:54])[CH2:52][NH2:53].CN(C(ON1N=NC2C=CC=NC1=2)=[N+](C)C)C.F[P-](F)(F)(F)(F)F.O.C1(C)C=CC(S(O)(=O)=O)=CC=1, predict the reaction product. The product is: [NH2:8][C:9]1[S:10][C@:11]2([C:39]([NH:53][CH2:52][C:51]([F:55])([F:54])[F:50])=[O:41])[C@H:13]([C@:14]([C:17]3[CH:22]=[C:21]([NH:23][C:24]([C:26]4[CH:31]=[N:30][C:29]([O:32][CH2:33][C:34]([F:36])([F:37])[F:35])=[CH:28][N:27]=4)=[O:25])[CH:20]=[CH:19][C:18]=3[F:38])([CH3:16])[N:15]=1)[CH2:12]2. (3) The product is: [Cl:8][C:5]1[N:4]=[C:3]([NH2:9])[C:2]([CH:22]=[CH:23][O:24][CH2:25][CH3:26])=[CH:7][N:6]=1. Given the reactants Br[C:2]1[C:3]([NH2:9])=[N:4][C:5]([Cl:8])=[N:6][CH:7]=1.C1(C)C=CC=CC=1.C([Sn](CCCC)(CCCC)[CH:22]=[CH:23][O:24][CH2:25][CH3:26])CCC, predict the reaction product. (4) Given the reactants [O:1]1[CH:6]=[CH:5][CH2:4][CH2:3][CH2:2]1.C1(C)C=CC(S(O)(=O)=O)=CC=1.[OH:18][CH:19]1[CH2:23][CH2:22][N:21]([C:24]([O:26][CH2:27][C:28]2[CH:33]=[CH:32][CH:31]=[CH:30][CH:29]=2)=[O:25])[CH2:20]1, predict the reaction product. The product is: [O:1]1[CH2:2][CH2:3][CH2:4][CH2:5][CH:6]1[O:18][CH:19]1[CH2:23][CH2:22][N:21]([C:24]([O:26][CH2:27][C:28]2[CH:33]=[CH:32][CH:31]=[CH:30][CH:29]=2)=[O:25])[CH2:20]1. (5) Given the reactants [C:1]([N:4]1[CH2:12][CH2:11][CH:7]([C:8](O)=[O:9])[CH2:6][CH2:5]1)(=[O:3])[CH3:2].O=S(Cl)[Cl:15], predict the reaction product. The product is: [C:1]([N:4]1[CH2:12][CH2:11][CH:7]([C:8]([Cl:15])=[O:9])[CH2:6][CH2:5]1)(=[O:3])[CH3:2]. (6) Given the reactants [CH2:1]([N:14]1[CH2:19][CH2:18][CH:17]([C:20]([NH2:22])=O)[CH2:16][CH2:15]1)[CH2:2][CH2:3][CH2:4][CH2:5][CH2:6][CH2:7][CH2:8][CH2:9][CH2:10][CH2:11][CH2:12][CH3:13].[H-].[H-].[H-].[H-].[Li+].[Al+3], predict the reaction product. The product is: [NH2:22][CH2:20][CH:17]1[CH2:18][CH2:19][N:14]([CH2:1][CH2:2][CH2:3][CH2:4][CH2:5][CH2:6][CH2:7][CH2:8][CH2:9][CH2:10][CH2:11][CH2:12][CH3:13])[CH2:15][CH2:16]1. (7) Given the reactants [C:1]([C:3]1[CH:4]=[C:5]([C@@H:13]([CH2:17][CH:18]2[CH2:22][CH2:21][CH2:20][CH2:19]2)[C:14](O)=[O:15])[CH:6]=[CH:7][C:8]=1[S:9]([CH3:12])(=[O:11])=[O:10])#[N:2].C(Cl)(=O)C(Cl)=O.[NH2:29][C:30]1[CH:34]=[CH:33][N:32]([CH2:35][C:36]([CH3:39])([OH:38])[CH3:37])[N:31]=1.N1C(C)=CC=CC=1C, predict the reaction product. The product is: [C:1]([C:3]1[CH:4]=[C:5]([C@@H:13]([CH2:17][CH:18]2[CH2:22][CH2:21][CH2:20][CH2:19]2)[C:14]([NH:29][C:30]2[CH:34]=[CH:33][N:32]([CH2:35][C:36]([OH:38])([CH3:37])[CH3:39])[N:31]=2)=[O:15])[CH:6]=[CH:7][C:8]=1[S:9]([CH3:12])(=[O:11])=[O:10])#[N:2]. (8) The product is: [OH:12][CH2:11][CH:6]1[CH2:5][C:4]2[C:8](=[CH:9][CH:10]=[C:2]([C:13]#[N:14])[CH:3]=2)[CH2:7]1. Given the reactants Br[C:2]1[CH:3]=[C:4]2[C:8](=[CH:9][CH:10]=1)[CH2:7][CH:6]([CH2:11][OH:12])[CH2:5]2.[CH3:13][N:14](C=O)C, predict the reaction product. (9) The product is: [O:1]1[CH2:6][CH2:5][CH2:4][CH2:3][CH:2]1[O:7][NH:8][C:9](=[O:33])[CH2:10][C@@:11]1([C:20]2[S:21][C:22]([C:25]3[CH:30]=[CH:29][C:28]([CH2:31][CH3:32])=[CH:27][CH:26]=3)=[CH:23][CH:24]=2)[S:17](=[O:19])(=[O:18])[CH2:16][CH2:15][N:14]([CH2:41][C:39]2[CH:38]=[CH:37][CH:36]=[C:35]([CH3:34])[N:40]=2)[CH2:13][CH2:12]1. Given the reactants [O:1]1[CH2:6][CH2:5][CH2:4][CH2:3][CH:2]1[O:7][NH:8][C:9](=[O:33])[CH2:10][C@@:11]1([C:20]2[S:21][C:22]([C:25]3[CH:30]=[CH:29][C:28]([CH2:31][CH3:32])=[CH:27][CH:26]=3)=[CH:23][CH:24]=2)[S:17](=[O:19])(=[O:18])[CH2:16][CH2:15][NH:14][CH2:13][CH2:12]1.[CH3:34][C:35]1[N:40]=[C:39]([CH:41]=O)[CH:38]=[CH:37][CH:36]=1.C(O[BH-](OC(=O)C)OC(=O)C)(=O)C.[Na+].C(O)(=O)C, predict the reaction product.